Dataset: Human Reference Interactome with 51,813 positive PPI pairs across 8,248 proteins, plus equal number of experimentally-validated negative pairs. Task: Binary Classification. Given two protein amino acid sequences, predict whether they physically interact or not. (1) Protein 1 (ENSG00000136938) has sequence MDMKRRIHLELRNRTPAAVRELVLDNCKSNDGKIEGLTAEFVNLEFLSLINVGLISVSNLPKLPKLKKLELSENRIFGGLDMLAEKLPNLTHLNLSGNKLKDISTLEPLKKLECLKSLDLFNCEVTNLNDYRESVFKLLPQLTYLDGYDREDQEAPDSDAEVDGVDEEEEDEEGEDEEDEDDEDGEEEEFDEEDDEDEDVEGDEDDDEVSEEEEEFGLDEEDEDEDEDEEEEEGGKGEKRKRETDDEGEDD*. Protein 2 (ENSG00000163568) has sequence MVAQQESIREGFQKRCLPVMVLKAKKPFTFETQEGKQEMFHATVATEKEFFFVKVFNTLLKDKFIPKRIIIIARYYRHSGFLEVNSASRVLDAESDQKVNVPLNIIRKAGETPKINTLQTQPLGTIVNGLFVVQKVTEKKKNILFDLSDNTGKMEVLGVRNEDTMKCMESKYKEILLLTGLDNITDEELDRFKFFLSDEFNIATGKLHTANRIQVATLMIQNAGAVSAVMKTIRIFQKLNYMLLAKRLQEEKEKVDKQYKSVTKPKPLSQAEMSPAASAAIRNDVAKQRAAPKVSPHVKP.... Result: 1 (the proteins interact). (2) Protein 1 (ENSG00000100109) has sequence MSLSHLYRDGEGRIDDDDDERENFEITDWDLQNEFNPNRQRHWQTKEEATYGVWAERDSDDERPSFGGKRARDYSAPVNFISAGLKKGAAEEAELEDSDDEEKPVKQDDFPKDFGPRKLKTGGNFKPSQKGFAGGTKSFMDFGSWERHTKGIGQKLLQKMGYVPGRGLGKNAQGIINPIEAKQRKGKGAVGAYGSERTTQSMQDFPVVDSEEEAEEEFQKELSQWRKDPSGSKKKPKYSYKTVEELKAKGRISKKLTAPQKELSQVKVIDMTGREQKVYYSYSQISHKHNVPDDGLPLQS.... Protein 2 (ENSG00000106246) has sequence MDFVRLARLFARARPMGLFILQHLDPCRARWAGGREGLMRPMWAPFSSSSSQLPLGQERQENTGSLGSDPSHSNSTATQEEDEEEEESFGTLSDKYSSRRLFRKSAAQFHNLRFGERRDEQMEPEPKLWRGRRNTPYWYFLQCKHLIKEGKLVEALDLFERQMLKEERLQPMESNYTVLIGGCGRVGYLKKAFNLYNQMKKRDLEPSDATYTALFNVCAESPWKDSALQSALKLRQQLQAKNFELNLKTYHALLKMAAKCADLRMCLDVFKEIIHKGHVVTEETFSFLLMGCIQDKKTGF.... Result: 1 (the proteins interact). (3) Protein 1 (ENSG00000164056) has sequence MDPQNQHGSGSSLVVIQQPSLDSRQRLDYEREIQPTAILSLDQIKAIRGSNEYTEGPSVVKRPAPRTAPRQEKHERTHEIIPINVNNNYEHRHTSHLGHAVLPSNARGPILSRSTSTGSAASSGSNSSASSEQGLLGRSPPTRPVPGHRSERAIRTQPKQLIVDDLKGSLKEDLTQHKFICEQCGKCKCGECTAPRTLPSCLACNRQCLCSAESMVEYGTCMCLVKGIFYHCSNDDEGDSYSDNPCSCSQSHCCSRYLCMGAMSLFLPCLLCYPPAKGCLKLCRRCYDWIHRPGCRCKNS.... Protein 2 (ENSG00000185448) has sequence MGDQRLQDWLRSPGMDSKPWYCNKRPSKCFAKCKHRRLRFPPMDTQNWVFVKEGMDDFRYGCPSPEDTLVCRRDEFLLPKISLRGPQADPKSGQKKLLKKAALFSKLSPAQLARKAFVEQVEAQLMAKHPLAMYPNLGEDMPPDLLLQVLKHLDPERELEDAWACCETQEKTTEVPTEPGKHPCGEFCLKPPETPVSHLLPEPPETGVSHLSPEPPKTPVSSLRPEPPETGVSHLRPEPPETGVSHIRPGPPITRRRSSLLRQLLKLDSERKLEDARAPCEGREKTTDEPTEPGKYPCGK.... Result: 0 (the proteins do not interact). (4) Protein 1 (ENSG00000079459) has sequence MEFVKCLGHPEEFYNLVRFRIGGKRKVMPKMDQDSLSSSLKTCYKYLNQTSRSFAAVIQALDGEMRNAVCIFYLVLRALDTLEDDMTISVEKKVPLLHNFHSFLYQPDWRFMESKEKDRQVLEDFPTISLEFRNLAEKYQTVIADICRRMGIGMAEFLDKHVTSEQEWDKYCHYVAGLVGIGLSRLFSASEFEDPLVGEDTERANSMGLFLQKTNIIRDYLEDQQGGREFWPQEVWSRYVKKLGDFAKPENIDLAVQCLNELITNALHHIPDVITYLSRLRNQSVFNFCAIPQVMAIATL.... Protein 2 (ENSG00000107159) has sequence MAPLCPSPWLPLLIPAPAPGLTVQLLLSLLLLVPVHPQRLPRMQEDSPLGGGSSGEDDPLGEEDLPSEEDSPREEDPPGEEDLPGEEDLPGEEDLPEVKPKSEEEGSLKLEDLPTVEAPGDPQEPQNNAHRDKEGDDQSHWRYGGDPPWPRVSPACAGRFQSPVDIRPQLAAFCPALRPLELLGFQLPPLPELRLRNNGHSVQLTLPPGLEMALGPGREYRALQLHLHWGAAGRPGSEHTVEGHRFPAEIHVVHLSTAFARVDEALGRPGGLAVLAAFLEEGPEENSAYEQLLSRLEEIA.... Result: 0 (the proteins do not interact). (5) Protein 1 (ENSG00000165140) has sequence MADQAPFDTDVNTLTRFVMEEGRKARGTGELTQLLNSLCTAVKAISSAVRKAGIAHLYGIAGSTNVTGDQVKKLDVLSNDLVMNMLKSSFATCVLVSEEDKHAIIVEPEKRGKYVVCFDPLDGSSNIDCLVSVGTIFGIYRKKSTDEPSEKDALQPGRNLVAAGYALYGSATMLVLAMDCGVNCFMLDPAIGEFILVDKDVKIKKKGKIYSLNEGYARDFDPAVTEYIQRKKFPPDNSAPYGARYVGSMVADVHRTLVYGGIFLYPANKKSPNGKLRLLYECNPMAYVMEKAGGMATTGK.... Protein 2 (ENSG00000165140) has sequence MADQAPFDTDVNTLTRFVMEEGRKARGTGELTQLLNSLCTAVKAISSAVRKAGIAHLYGIAGSTNVTGDQVKKLDVLSNDLVMNMLKSSFATCVLVSEEDKHAIIVEPEKRGKYVVCFDPLDGSSNIDCLVSVGTIFGIYRKKSTDEPSEKDALQPGRNLVAAGYALYGSATMLVLAMDCGVNCFMLDPAIGEFILVDKDVKIKKKGKIYSLNEGYARDFDPAVTEYIQRKKFPPDNSAPYGARYVGSMVADVHRTLVYGGIFLYPANKKSPNGKLRLLYECNPMAYVMEKAGGMATTGK.... Result: 1 (the proteins interact). (6) Protein 1 (ENSG00000186844) has sequence MSCQQSQQQCQPPPKCTPKCPPKCPTPKCPPKCPPKCPPVSSCCSVSSGGCCGSSSGGGCSSGGGGCCLSHHRRHRSHRHRLQSSGCCSQPSGGSSCCGGDSGQHSGGCC*. Protein 2 (ENSG00000149930) has sequence MPAGGRAGSLKDPDVAELFFKDDPEKLFSDLREIGHGSFGAVYFARDVRNSEVVAIKKMSYSGKQSNEKWQDIIKEVRFLQKLRHPNTIQYRGCYLREHTAWLVMEYCLGSASDLLEVHKKPLQEVEIAAVTHGALQGLAYLHSHNMIHRDVKAGNILLSEPGLVKLGDFGSASIMAPANSFVGTPYWMAPEVILAMDEGQYDGKVDVWSLGITCIELAERKPPLFNMNAMSALYHIAQNESPVLQSGHWSEYFRNFVDSCLQKIPQDRPTSEVLLKHRFVLRERPPTVIMDLIQRTKDA.... Result: 0 (the proteins do not interact). (7) Protein 1 (ENSG00000189046) has sequence MDRFLVKGAQGGLLRKQEEQEPTGEEPAVLGGDKESTRKRPRREAPGNGGHSAGPSWRHIRAEGLDCSYTVLFGKAEADEIFQELEKEVEYFTGALARVQVFGKWHSVPRKQATYGDAGLTYTFSGLTLSPKPWIPVLERIRDHVSGVTGQTFNFVLINRYKDGCDHIGEHRDDERELAPGSPIASVSFGACRDFVFRHKDSRGKSPSRRVAVVRLPLAHGSLLMMNHPTNTHWYHSLPVRKKVLAPRVNLTFRKILLTKK*MDRFLVKGAQGGLLRKQEEQEPTGEEPAVLGGDKESTR.... Protein 2 (ENSG00000185522) has sequence MRWLRPAGRRREQESVSGHLGPPAGAPAAPETPTCLPDTTPHPAPVVCSADPQLALESLDPRTLRLLWRQRELEIQALRWAIQNGEDARLCHILEEVAGLPPKRSSHSQEKLLQNQVQKLIQELKEQKERAQWEKEHLEERLLQTTRTLQEMEAELQNLQKSCLLQLARSSWVGRMLRSQTGSVEVVTAETLMDPSDLSENIQAPTGEGFRLEDVDWNSVARRYPNLFTNMEPSSKQKQPRPWPQLDTGSPESSGKHSERHHKTVEWGSLPCLNTSSSGGADSDSSSCRPGLPSFVQVIG.... Result: 0 (the proteins do not interact).